Predict the reactants needed to synthesize the given product. From a dataset of Full USPTO retrosynthesis dataset with 1.9M reactions from patents (1976-2016). (1) Given the product [Cl:1][C:2]1[CH:21]=[CH:20][C:5]([CH2:6][N:7]2[C:11]([C@H:12]3[CH2:16][CH2:15][CH2:14][N:13]3[C:17]([NH:22][C@@H:23]3[C:32]4[C:27](=[CH:28][C:29]([C:33]([F:36])([F:34])[F:35])=[CH:30][CH:31]=4)[O:26][CH2:25][CH2:24]3)=[O:18])=[N:10][CH:9]=[N:8]2)=[CH:4][CH:3]=1, predict the reactants needed to synthesize it. The reactants are: [Cl:1][C:2]1[CH:21]=[CH:20][C:5]([CH2:6][N:7]2[C:11]([C@H:12]3[CH2:16][CH2:15][CH2:14][N:13]3[C:17](Cl)=[O:18])=[N:10][CH:9]=[N:8]2)=[CH:4][CH:3]=1.[NH2:22][C@@H:23]1[C:32]2[C:27](=[CH:28][C:29]([C:33]([F:36])([F:35])[F:34])=[CH:30][CH:31]=2)[O:26][CH2:25][CH2:24]1.CCN(C(C)C)C(C)C. (2) Given the product [C:1]([O:5][C:6]([N:8]1[C:16]2[C:11](=[CH:12][CH:13]=[CH:14][CH:15]=2)[C:10](/[CH:17]=[CH:18]/[C:19]2[CH:24]=[CH:23][CH:22]=[CH:21][C:20]=2[N:32]2[CH2:33][CH2:34][N:29]([C:26](=[O:28])[CH3:27])[CH2:30][CH2:31]2)=[N:9]1)=[O:7])([CH3:4])([CH3:3])[CH3:2], predict the reactants needed to synthesize it. The reactants are: [C:1]([O:5][C:6]([N:8]1[C:16]2[C:11](=[CH:12][CH:13]=[CH:14][CH:15]=2)[C:10](/[CH:17]=[CH:18]/[C:19]2[CH:24]=[CH:23][CH:22]=[CH:21][C:20]=2Br)=[N:9]1)=[O:7])([CH3:4])([CH3:3])[CH3:2].[C:26]([N:29]1[CH2:34][CH2:33][NH:32][CH2:31][CH2:30]1)(=[O:28])[CH3:27].C(=O)([O-])[O-].[K+].[K+].C1(P(C2CCCCC2)C2C=CC=CC=2C2C(C(C)C)=CC(C(C)C)=CC=2C(C)C)CCCCC1. (3) Given the product [NH2:7][CH2:8][CH2:9][NH:10][C:11](=[O:37])[CH2:12][C@@H:13]1[N:19]=[C:18]([C:20]2[CH:21]=[CH:22][C:23]([Cl:26])=[CH:24][CH:25]=2)[C:17]2[CH:27]=[C:28]([O:31][CH3:32])[CH:29]=[CH:30][C:16]=2[N:15]2[C:33]([CH3:36])=[N:34][N:35]=[C:14]12, predict the reactants needed to synthesize it. The reactants are: C(OC(=O)[NH:7][CH2:8][CH2:9][NH:10][C:11](=[O:37])[CH2:12][C@@H:13]1[N:19]=[C:18]([C:20]2[CH:25]=[CH:24][C:23]([Cl:26])=[CH:22][CH:21]=2)[C:17]2[CH:27]=[C:28]([O:31][CH3:32])[CH:29]=[CH:30][C:16]=2[N:15]2[C:33]([CH3:36])=[N:34][N:35]=[C:14]12)(C)(C)C.C(O)(C(F)(F)F)=O.[OH-].[K+]. (4) Given the product [CH3:1][O:2][C:3]1[CH:4]=[C:5]2[C:10](=[CH:11][C:12]=1[O:13][CH3:14])[N:9]=[CH:8][CH:7]=[C:6]2[O:15][C:16]1[CH:22]=[CH:21][C:19]([NH:20][C:35]([NH:50][C@H:48]([C:44]2[S:43][CH:47]=[CH:46][N:45]=2)[CH3:49])=[O:41])=[C:18]([F:23])[CH:17]=1, predict the reactants needed to synthesize it. The reactants are: [CH3:1][O:2][C:3]1[CH:4]=[C:5]2[C:10](=[CH:11][C:12]=1[O:13][CH3:14])[N:9]=[CH:8][CH:7]=[C:6]2[O:15][C:16]1[CH:22]=[CH:21][C:19]([NH2:20])=[C:18]([F:23])[CH:17]=1.C(N(CC)CC)C.ClC(Cl)(O[C:35](=[O:41])OC(Cl)(Cl)Cl)Cl.[S:43]1[CH:47]=[CH:46][N:45]=[C:44]1[C@@H:48]([NH2:50])[CH3:49]. (5) The reactants are: [F:1]/[C:2](/[C:14]1[CH:18]=[C:17]([CH3:19])[N:16]([CH2:20][C:21]2[CH:22]=[C:23]([CH:27]=[CH:28][CH:29]=2)[C:24]([OH:26])=O)[N:15]=1)=[CH:3]\[C:4]1[CH:9]=[CH:8][C:7]([C:10]([F:13])([F:12])[F:11])=[CH:6][CH:5]=1.[OH:30][CH:31]1[CH2:36][CH2:35][NH:34][CH2:33][CH2:32]1. Given the product [F:1]/[C:2](/[C:14]1[CH:18]=[C:17]([CH3:19])[N:16]([CH2:20][C:21]2[CH:22]=[C:23]([C:24]([N:34]3[CH2:35][CH2:36][CH:31]([OH:30])[CH2:32][CH2:33]3)=[O:26])[CH:27]=[CH:28][CH:29]=2)[N:15]=1)=[CH:3]\[C:4]1[CH:9]=[CH:8][C:7]([C:10]([F:11])([F:12])[F:13])=[CH:6][CH:5]=1, predict the reactants needed to synthesize it. (6) Given the product [OH:34][CH2:33][C@@H:30]1[O:29][C:28]([C:26]2[NH:27][C:23]([C:8]3[CH:7]=[C:6]([CH:11]=[C:10]([O:12][C:13]4[CH:14]=[N:15][C:16]([S:19]([CH3:22])(=[O:20])=[O:21])=[CH:17][CH:18]=4)[CH:9]=3)[O:5][C@@H:4]([CH3:35])[CH2:3][OH:2])=[CH:24][CH:25]=2)=[N:32][CH2:31]1, predict the reactants needed to synthesize it. The reactants are: C[O:2][CH2:3][C@H:4]([CH3:35])[O:5][C:6]1[CH:7]=[C:8]([C:23]2[NH:27][C:26]([C:28]3[O:29][C@@H:30]([CH2:33][OH:34])[CH2:31][N:32]=3)=[CH:25][CH:24]=2)[CH:9]=[C:10]([O:12][C:13]2[CH:14]=[N:15][C:16]([S:19]([CH3:22])(=[O:21])=[O:20])=[CH:17][CH:18]=2)[CH:11]=1.B(Br)(Br)Br.[OH-].[Na+]. (7) Given the product [F:1][C:2]1[CH:7]=[C:6]([S:8][CH3:9])[C:5]([C:10]([OH:12])=[O:11])=[CH:4][C:3]=1[CH:14]1[CH2:19][CH2:18][N:17]([C:20]([O:22][CH2:23][C:24]2[CH:25]=[CH:26][CH:27]=[CH:28][CH:29]=2)=[O:21])[CH2:16][CH2:15]1, predict the reactants needed to synthesize it. The reactants are: [F:1][C:2]1[CH:7]=[C:6]([S:8][CH3:9])[C:5]([C:10]([O:12]C)=[O:11])=[CH:4][C:3]=1[CH:14]1[CH2:19][CH2:18][N:17]([C:20]([O:22][CH2:23][C:24]2[CH:29]=[CH:28][CH:27]=[CH:26][CH:25]=2)=[O:21])[CH2:16][CH2:15]1.O.[Li+].[OH-].